From a dataset of Forward reaction prediction with 1.9M reactions from USPTO patents (1976-2016). Predict the product of the given reaction. (1) Given the reactants [C:1]([O:5][C:6](=[O:21])[NH:7][C@H:8]1[CH2:14][NH:13][C:12]2[N:15]=[CH:16][N:17]=[C:18](Cl)[C:11]=2[NH:10][C:9]1=[O:20])([CH3:4])([CH3:3])[CH3:2].CO, predict the reaction product. The product is: [C:1]([O:5][C:6](=[O:21])[NH:7][C@H:8]1[CH2:14][NH:13][C:12]2[N:15]=[CH:16][N:17]=[CH:18][C:11]=2[NH:10][C:9]1=[O:20])([CH3:4])([CH3:2])[CH3:3]. (2) Given the reactants [CH3:1][CH:2]([CH2:9][CH:10]([CH3:12])[CH3:11])[CH:3](O)[CH2:4][N+:5]([O-:7])=[O:6].S(Cl)([Cl:15])=O, predict the reaction product. The product is: [Cl:15][CH:3]([CH:2]([CH3:1])[CH2:9][CH:10]([CH3:12])[CH3:11])[CH2:4][N+:5]([O-:7])=[O:6]. (3) The product is: [N+:1]([C:14]1[CH:13]=[CH:12][C:11]2[C:7]3[C:6](=[N:5][CH:10]=[CH:9][CH:8]=3)[CH2:17][C:16]=2[CH:15]=1)([O-:4])=[O:2]. Given the reactants [N+:1]([O-:4])(O)=[O:2].[N:5]1[CH:10]=[CH:9][CH:8]=[C:7]2[C:11]3[CH:12]=[CH:13][CH:14]=[CH:15][C:16]=3[CH2:17][C:6]=12, predict the reaction product. (4) The product is: [CH3:17][C:4]1[C:3](=[C:18]([NH:32][NH:31][C:29](=[O:30])[C:28]2[CH:33]=[CH:34][C:25]([C:23]([O:22][CH3:21])=[O:24])=[CH:26][CH:27]=2)[CH3:19])[C:2](=[O:1])[N:6]([C:7]2[CH:12]=[CH:11][C:10]([C:13]([F:15])([F:16])[F:14])=[CH:9][CH:8]=2)[N:5]=1. Given the reactants [OH:1][C:2]1[N:6]([C:7]2[CH:12]=[CH:11][C:10]([C:13]([F:16])([F:15])[F:14])=[CH:9][CH:8]=2)[N:5]=[C:4]([CH3:17])[C:3]=1[C:18](=O)[CH3:19].[CH3:21][O:22][C:23]([C:25]1[CH:34]=[CH:33][C:28]([C:29]([NH:31][NH2:32])=[O:30])=[CH:27][CH:26]=1)=[O:24], predict the reaction product. (5) Given the reactants [Si:1]([O:8][CH2:9][CH2:10][CH2:11][C:12]1[C:13]([Cl:31])=[N:14][C:15]2[N:16]([N:28]=[CH:29][CH:30]=2)[C:17]=1[NH:18][C:19]1[CH:24]=[CH:23][C:22]([O:25][CH2:26][CH3:27])=[CH:21][CH:20]=1)([C:4]([CH3:7])([CH3:6])[CH3:5])([CH3:3])[CH3:2].C(N(CC)CC)C.[C:39](O[C:39]([O:41][C:42]([CH3:45])([CH3:44])[CH3:43])=[O:40])([O:41][C:42]([CH3:45])([CH3:44])[CH3:43])=[O:40].[Cl-].[NH4+], predict the reaction product. The product is: [Si:1]([O:8][CH2:9][CH2:10][CH2:11][C:12]1[C:13]([Cl:31])=[N:14][C:15]2[N:16]([N:28]=[CH:29][CH:30]=2)[C:17]=1[N:18]([C:19]1[CH:20]=[CH:21][C:22]([O:25][CH2:26][CH3:27])=[CH:23][CH:24]=1)[C:39](=[O:40])[O:41][C:42]([CH3:45])([CH3:44])[CH3:43])([C:4]([CH3:5])([CH3:6])[CH3:7])([CH3:3])[CH3:2]. (6) Given the reactants [CH:1]1([CH2:7][CH2:8][C:9]2[C:10]3[CH2:31][NH:30][CH2:29][CH2:28][C:11]=3[N:12]=[C:13]([NH:15][C:16]3[CH:21]=[CH:20][C:19]([N:22]4[CH:26]=[CH:25][N:24]=[C:23]4[CH3:27])=[CH:18][CH:17]=3)[N:14]=2)[CH2:6][CH2:5][CH2:4][CH2:3][CH2:2]1.[CH2:32]=O, predict the reaction product. The product is: [CH:1]1([CH2:7][CH2:8][C:9]2[C:10]3[CH2:31][N:30]([CH3:32])[CH2:29][CH2:28][C:11]=3[N:12]=[C:13]([NH:15][C:16]3[CH:21]=[CH:20][C:19]([N:22]4[CH:26]=[CH:25][N:24]=[C:23]4[CH3:27])=[CH:18][CH:17]=3)[N:14]=2)[CH2:6][CH2:5][CH2:4][CH2:3][CH2:2]1. (7) Given the reactants Cl[C:2]1[CH:3]=[CH:4][C:5]([N+:14]([O-:16])=[O:15])=[C:6]([N:8]2[CH2:13][CH2:12][CH2:11][CH2:10][CH2:9]2)[CH:7]=1.[CH3:17][CH2:18][O-:19].[Na+].CCO, predict the reaction product. The product is: [CH2:18]([O:19][C:2]1[CH:3]=[CH:4][C:5]([N+:14]([O-:16])=[O:15])=[C:6]([N:8]2[CH2:13][CH2:12][CH2:11][CH2:10][CH2:9]2)[CH:7]=1)[CH3:17]. (8) Given the reactants [F:1][C:2]1[CH:25]=[C:24]([F:26])[CH:23]=[C:22]([F:27])[C:3]=1[C:4]([NH:6][C:7]1[CH:12]=[CH:11][CH:10]=[C:9]([C:13]([CH:15]2[CH2:20][CH2:19][N:18]([CH3:21])[CH2:17][CH2:16]2)=[O:14])[N:8]=1)=[O:5].NC1N=C(C(C2CCN(C)CC2)=O)C=CC=1.[Cl:44]C1C=CC=CC=1, predict the reaction product. The product is: [F:1][C:2]1[CH:25]=[C:24]([F:26])[CH:23]=[C:22]([F:27])[C:3]=1[C:4]([Cl:44])=[O:5].[ClH:44].[F:1][C:2]1[CH:25]=[C:24]([F:26])[CH:23]=[C:22]([F:27])[C:3]=1[C:4]([NH:6][CH:7]1[CH2:12][CH2:11][CH2:10][CH:9]([C:13]([CH:15]2[CH2:16][CH2:17][N:18]([CH3:21])[CH2:19][CH2:20]2)=[O:14])[NH:8]1)=[O:5].